From a dataset of Reaction yield outcomes from USPTO patents with 853,638 reactions. Predict the reaction yield, written as a fraction of the theoretical maximum amount of product (1.0 means a 100% yield; for example, 0.34 means a 34% yield). (1) The reactants are [Cl-].[CH3:2][C:3]1[SH+:4][CH:5]=[CH:6][CH:7]=[CH:8][CH:9]=[CH:10][CH:11]=1.[I-:12].[K+]. The catalyst is O. The product is [I-:12].[CH3:2][C:3]1[SH+:4][CH:5]=[CH:6][CH:7]=[CH:8][CH:9]=[CH:10][CH:11]=1. The yield is 0.770. (2) The catalyst is C(Cl)Cl. The reactants are [OH:1][CH2:2][CH2:3][N:4]1[CH2:9][CH2:8][NH:7][CH2:6][CH2:5]1.CCN(CC)CC.[C:17](O[C:17]([O:19][C:20]([CH3:23])([CH3:22])[CH3:21])=[O:18])([O:19][C:20]([CH3:23])([CH3:22])[CH3:21])=[O:18]. The yield is 0.720. The product is [OH:1][CH2:2][CH2:3][N:4]1[CH2:9][CH2:8][N:7]([C:17]([O:19][C:20]([CH3:23])([CH3:22])[CH3:21])=[O:18])[CH2:6][CH2:5]1.